From a dataset of Merck oncology drug combination screen with 23,052 pairs across 39 cell lines. Regression. Given two drug SMILES strings and cell line genomic features, predict the synergy score measuring deviation from expected non-interaction effect. (1) Drug 1: C=CCn1c(=O)c2cnc(Nc3ccc(N4CCN(C)CC4)cc3)nc2n1-c1cccc(C(C)(C)O)n1. Drug 2: NC1(c2ccc(-c3nc4ccn5c(=O)[nH]nc5c4cc3-c3ccccc3)cc2)CCC1. Cell line: PA1. Synergy scores: synergy=6.41. (2) Drug 2: CS(=O)(=O)CCNCc1ccc(-c2ccc3ncnc(Nc4ccc(OCc5cccc(F)c5)c(Cl)c4)c3c2)o1. Cell line: SKMEL30. Synergy scores: synergy=-4.17. Drug 1: CN(C)C(=N)N=C(N)N. (3) Drug 2: O=C(NOCC(O)CO)c1ccc(F)c(F)c1Nc1ccc(I)cc1F. Drug 1: CCC1=CC2CN(C1)Cc1c([nH]c3ccccc13)C(C(=O)OC)(c1cc3c(cc1OC)N(C)C1C(O)(C(=O)OC)C(OC(C)=O)C4(CC)C=CCN5CCC31C54)C2. Synergy scores: synergy=-3.92. Cell line: SW837. (4) Drug 1: O=S1(=O)NC2(CN1CC(F)(F)F)C1CCC2Cc2cc(C=CCN3CCC(C(F)(F)F)CC3)ccc2C1. Drug 2: NC(=O)c1cccc2cn(-c3ccc(C4CCCNC4)cc3)nc12. Cell line: LOVO. Synergy scores: synergy=11.3. (5) Synergy scores: synergy=-25.4. Cell line: NCIH2122. Drug 2: CCc1cnn2c(NCc3ccc[n+]([O-])c3)cc(N3CCCCC3CCO)nc12. Drug 1: CC(C)CC(NC(=O)C(Cc1ccccc1)NC(=O)c1cnccn1)B(O)O.